Dataset: Full USPTO retrosynthesis dataset with 1.9M reactions from patents (1976-2016). Task: Predict the reactants needed to synthesize the given product. Given the product [NH2:36][C:7]1[C:6]2[N:15]=[C:3]([CH2:1][CH3:2])[N:4]([CH2:16][CH2:17][CH2:18][CH2:19][CH2:20][C:21]([NH2:23])=[O:22])[C:5]=2[C:14]2[N:13]=[CH:12][CH:11]=[CH:10][C:9]=2[N:8]=1, predict the reactants needed to synthesize it. The reactants are: [CH2:1]([C:3]1[N:4]([CH2:16][CH2:17][CH2:18][CH2:19][CH2:20][C:21]([NH2:23])=[O:22])[C:5]2[C:14]3[N:13]=[CH:12][CH:11]=[CH:10][C:9]=3[N:8]=[CH:7][C:6]=2[N:15]=1)[CH3:2].C1C=C(Cl)C=C(C(OO)=O)C=1.[OH-].[NH4+:36].C1(C)C=CC(S(Cl)(=O)=O)=CC=1.